From a dataset of Forward reaction prediction with 1.9M reactions from USPTO patents (1976-2016). Predict the product of the given reaction. (1) Given the reactants Cl[C:2]1[O:3][C:4]2[CH:10]=[CH:9][CH:8]=[CH:7][C:5]=2[N:6]=1.[C:11]1([CH:17]2[CH2:22][NH:21][CH2:20][CH2:19][NH:18]2)[CH:16]=[CH:15][CH:14]=[CH:13][CH:12]=1, predict the reaction product. The product is: [C:11]1([CH:17]2[NH:18][CH2:19][CH2:20][N:21]([C:2]3[O:3][C:4]4[CH:10]=[CH:9][CH:8]=[CH:7][C:5]=4[N:6]=3)[CH2:22]2)[CH:12]=[CH:13][CH:14]=[CH:15][CH:16]=1. (2) Given the reactants C(OC([NH:8][CH:9]([C:31]([CH3:34])([CH3:33])[CH3:32])[C:10]([N:12]1[CH2:16][CH2:15][CH:14]([O:17][C:18](=[O:20])[CH3:19])[CH:13]1[CH2:21][C:22]1[C:30]2[C:25](=[N:26][CH:27]=[CH:28][CH:29]=2)[NH:24][CH:23]=1)=[O:11])=O)(C)(C)C.C(O)(C(F)(F)F)=O, predict the reaction product. The product is: [NH2:8][CH:9]([C:31]([CH3:34])([CH3:33])[CH3:32])[C:10]([N:12]1[CH2:16][CH2:15][CH:14]([O:17][C:18](=[O:20])[CH3:19])[CH:13]1[CH2:21][C:22]1[C:30]2[C:25](=[N:26][CH:27]=[CH:28][CH:29]=2)[NH:24][CH:23]=1)=[O:11]. (3) Given the reactants [Cl:1][C:2]1[N:7]=[C:6]([C:8]([O:10][CH2:11][CH3:12])=[O:9])[C:5]([N+:13]([O-])=O)=[C:4]([Cl:16])[N:3]=1.C(=O)([O-])[O-].[Na+].[Na+], predict the reaction product. The product is: [NH2:13][C:5]1[C:6]([C:8]([O:10][CH2:11][CH3:12])=[O:9])=[N:7][C:2]([Cl:1])=[N:3][C:4]=1[Cl:16]. (4) The product is: [CH3:24][S:25]([O:14][CH:12]1[CH2:11][CH2:10][O:9][CH:8]([C:5]2[CH:6]=[CH:7][C:2]([Cl:1])=[CH:3][CH:4]=2)[CH2:13]1)(=[O:27])=[O:26]. Given the reactants [Cl:1][C:2]1[CH:7]=[CH:6][C:5]([CH:8]2[CH2:13][CH:12]([OH:14])[CH2:11][CH2:10][O:9]2)=[CH:4][CH:3]=1.CCN(C(C)C)C(C)C.[CH3:24][S:25](Cl)(=[O:27])=[O:26], predict the reaction product. (5) Given the reactants Cl.C(O[C:7](=[O:28])[NH:8][C@H:9]1[CH2:14][CH2:13][C@H:12]([CH2:15][CH2:16][NH:17][C@H:18]2[CH2:27][CH2:26][C:21]3[N:22]=[C:23]([NH2:25])[S:24][C:20]=3[CH2:19]2)[CH2:11][CH2:10]1)(C)(C)C.[O:29]1[C:33]2[CH:34]=[CH:35][CH:36]=[CH:37][C:32]=2[CH:31]=[C:30]1C(O)=O.C(N=C=N[CH2:46][CH2:47][CH2:48]N(C)C)C.ON1C2C=CC=CC=2N=N1.C(N(C(C)C)CC)(C)C, predict the reaction product. The product is: [NH2:25][C:23]1[S:24][C:20]2[CH2:19][C@@H:18]([N:17]([CH2:46][CH2:47][CH3:48])[CH2:16][CH2:15][C@H:12]3[CH2:11][CH2:10][C@H:9]([NH:8][C:7]([C:30]4[O:29][C:33]5[CH:34]=[CH:35][CH:36]=[CH:37][C:32]=5[CH:31]=4)=[O:28])[CH2:14][CH2:13]3)[CH2:27][CH2:26][C:21]=2[N:22]=1. (6) Given the reactants [Cl:1][C:2]1[CH:3]=[C:4]2[C:8](=[CH:9][CH:10]=1)[C:7](=[O:11])[C:6]([F:16])([S:12]([CH3:15])(=[O:14])=[O:13])[CH2:5]2.C[Mg]Br.[F:20][C:21]([Si](C)(C)C)([F:23])[F:22].[F-].C([N+](CCCC)(CCCC)CCCC)CCC, predict the reaction product. The product is: [Cl:1][C:2]1[CH:3]=[C:4]2[C:8](=[CH:9][CH:10]=1)[C:7]([C:21]([F:23])([F:22])[F:20])([OH:11])[C:6]([F:16])([S:12]([CH3:15])(=[O:13])=[O:14])[CH2:5]2. (7) Given the reactants [CH:1]([O:4][CH:5]([CH2:19][C:20]1[CH:25]=[CH:24][CH:23]=[CH:22][CH:21]=1)[CH2:6][NH:7][C:8]1[CH:13]=[C:12]([CH3:14])[C:11]([CH3:15])=[CH:10][C:9]=1[N+:16]([O-])=O)([CH3:3])[CH3:2].CCO.[H][H], predict the reaction product. The product is: [CH:1]([O:4][CH:5]([CH2:19][C:20]1[CH:21]=[CH:22][CH:23]=[CH:24][CH:25]=1)[CH2:6][NH:7][C:8]1[C:9]([NH2:16])=[CH:10][C:11]([CH3:15])=[C:12]([CH3:14])[CH:13]=1)([CH3:3])[CH3:2]. (8) Given the reactants C([N:3](C(C)C)[CH:4]([CH3:6])[CH3:5])C.C(N)(C)C.[NH2:14][C:15]1[S:16][C:17]2[CH:23]=[C:22]([S:24][C:25]([CH3:30])([CH3:29])[C:26]([OH:28])=O)[CH:21]=[CH:20][C:18]=2[N:19]=1.Cl.CN(C)CCCN=C=NCC, predict the reaction product. The product is: [NH2:14][C:15]1[S:16][C:17]2[CH:23]=[C:22]([S:24][C:25]([CH3:30])([CH3:29])[C:26]([NH:3][CH:4]([CH3:6])[CH3:5])=[O:28])[CH:21]=[CH:20][C:18]=2[N:19]=1. (9) Given the reactants [CH2:1]([O:3][CH:4](OCC)[CH:5]1[C:14]2([CH2:19][CH2:18][N:17](C(OC(C)(C)C)=O)[CH2:16][CH2:15]2)[O:13][C:12]2[C:7](=[CH:8][CH:9]=[CH:10][CH:11]=2)[C:6]1=[O:27])[CH3:2].[ClH:31], predict the reaction product. The product is: [ClH:31].[CH2:1]([O:3]/[CH:4]=[C:5]1\[C:6](=[O:27])[C:7]2[C:12]([O:13][C:14]3\1[CH2:19][CH2:18][NH:17][CH2:16][CH2:15]3)=[CH:11][CH:10]=[CH:9][CH:8]=2)[CH3:2].